From a dataset of Forward reaction prediction with 1.9M reactions from USPTO patents (1976-2016). Predict the product of the given reaction. (1) Given the reactants [C:1]([NH2:5])([CH3:4])([CH3:3])[CH3:2].[CH2:6]1[CH2:13][O:12][S:9](=[O:11])(=[O:10])[CH2:8][CH2:7]1, predict the reaction product. The product is: [C:1]([NH:5][CH2:13][CH2:6][CH2:7][CH2:8][S:9]([OH:12])(=[O:11])=[O:10])([CH3:4])([CH3:3])[CH3:2]. (2) The product is: [F:40][C:41]1[CH:42]=[C:43]([NH:49][C:2]2[N:7]=[CH:6][C:5]([C@H:8]([N:10]3[CH2:15][CH2:14][N:13]([C:16]([O:18][C:19]([CH3:21])([CH3:20])[CH3:22])=[O:17])[CH2:12][C@@H:11]3[CH3:23])[CH3:9])=[CH:4][C:3]=2[C:24]2[N:32]=[C:31]([CH3:33])[N:30]=[C:29]3[C:25]=2[N:26]=[CH:27][N:28]3[CH:34]2[CH2:39][CH2:38][CH2:37][CH2:36][O:35]2)[CH:44]=[N:45][C:46]=1[O:47][CH3:48]. Given the reactants F[C:2]1[N:7]=[CH:6][C:5]([C@H:8]([N:10]2[CH2:15][CH2:14][N:13]([C:16]([O:18][C:19]([CH3:22])([CH3:21])[CH3:20])=[O:17])[CH2:12][C@@H:11]2[CH3:23])[CH3:9])=[CH:4][C:3]=1[C:24]1[N:32]=[C:31]([CH3:33])[N:30]=[C:29]2[C:25]=1[N:26]=[CH:27][N:28]2[CH:34]1[CH2:39][CH2:38][CH2:37][CH2:36][O:35]1.[F:40][C:41]1[CH:42]=[C:43]([NH2:49])[CH:44]=[N:45][C:46]=1[O:47][CH3:48].C[Si]([N-][Si](C)(C)C)(C)C.[Li+], predict the reaction product. (3) Given the reactants Cl[C:2]1[CH:23]=[CH:22][C:5]([C:6]([NH:8][C:9]2[CH:14]=[CH:13][C:12]([Cl:15])=[C:11]([C:16]3[CH:21]=[CH:20][CH:19]=[CH:18][N:17]=3)[CH:10]=2)=[O:7])=[CH:4][N:3]=1.[NH:24]1[CH2:30][CH2:29][CH2:28][NH:27][CH2:26][CH2:25]1, predict the reaction product. The product is: [Cl:15][C:12]1[CH:13]=[CH:14][C:9]([NH:8][C:6](=[O:7])[C:5]2[CH:22]=[CH:23][C:2]([N:24]3[CH2:30][CH2:29][CH2:28][NH:27][CH2:26][CH2:25]3)=[N:3][CH:4]=2)=[CH:10][C:11]=1[C:16]1[CH:21]=[CH:20][CH:19]=[CH:18][N:17]=1. (4) Given the reactants CS(O[CH2:6][CH2:7][N:8]1[C:16]2[N:15]=[C:14]([NH2:17])[N:13]3[N:18]=[C:19]([C:21]4[O:22][CH:23]=[CH:24][CH:25]=4)[N:20]=[C:12]3[C:11]=2[CH:10]=[CH:9]1)(=O)=O.Cl.[F:27][C:28]1[CH:33]=[C:32]([F:34])[CH:31]=[CH:30][C:29]=1[CH2:35][C:36]([N:38]1[CH2:43][CH2:42][NH:41][CH2:40][CH2:39]1)=[O:37].CCN(C(C)C)C(C)C, predict the reaction product. The product is: [NH2:17][C:14]1[N:13]2[N:18]=[C:19]([C:21]3[O:22][CH:23]=[CH:24][CH:25]=3)[N:20]=[C:12]2[C:11]2[CH:10]=[CH:9][N:8]([CH2:7][CH2:6][N:41]3[CH2:40][CH2:39][N:38]([C:36](=[O:37])[CH2:35][C:29]4[CH:30]=[CH:31][C:32]([F:34])=[CH:33][C:28]=4[F:27])[CH2:43][CH2:42]3)[C:16]=2[N:15]=1. (5) Given the reactants [H-].[Na+].[NH2:3][C:4]1[CH:9]=[CH:8][CH:7]=[CH:6][C:5]=1[S:10]([CH:13]([CH3:15])[CH3:14])(=[O:12])=[O:11].[Cl:16][C:17]1[N:22]=[C:21](Cl)[CH:20]=[CH:19][N:18]=1, predict the reaction product. The product is: [Cl:16][C:17]1[N:22]=[C:21]([NH:3][C:4]2[CH:9]=[CH:8][CH:7]=[CH:6][C:5]=2[S:10]([CH:13]([CH3:15])[CH3:14])(=[O:12])=[O:11])[CH:20]=[CH:19][N:18]=1.